This data is from Catalyst prediction with 721,799 reactions and 888 catalyst types from USPTO. The task is: Predict which catalyst facilitates the given reaction. (1) Reactant: [C:1]([N:4]([C:28]1[CH:33]=[CH:32][C:31]([Cl:34])=[CH:30][CH:29]=1)[C@H:5]1[C:14]2[C:9](=[CH:10][CH:11]=[CH:12][CH:13]=2)[N:8]([C:15]([C:17]2[CH:18]=[C:19]([CH:24]=[CH:25][CH:26]=2)[C:20]([O:22]C)=[O:21])=[O:16])[C@@H:7]([CH3:27])[CH2:6]1)(=[O:3])[CH3:2].[OH-].[Li+].O.CO. The catalyst class is: 7. Product: [C:1]([N:4]([C:28]1[CH:29]=[CH:30][C:31]([Cl:34])=[CH:32][CH:33]=1)[C@H:5]1[C:14]2[C:9](=[CH:10][CH:11]=[CH:12][CH:13]=2)[N:8]([C:15]([C:17]2[CH:18]=[C:19]([CH:24]=[CH:25][CH:26]=2)[C:20]([OH:22])=[O:21])=[O:16])[C@@H:7]([CH3:27])[CH2:6]1)(=[O:3])[CH3:2]. (2) Reactant: Cl.[CH3:2][O:3][C:4]1[N:5]=[C:6]2[C:11](=[CH:12][CH:13]=1)[N:10]=[CH:9][CH:8]=[C:7]2[C:14]1[CH:19]=[CH:18][C:17]([CH2:20][CH2:21][NH2:22])=[CH:16][CH:15]=1.C(N(CC)CC)C.[O:30]=[C:31]1[NH:36][C:35]2[CH:37]=[C:38]([S:41](Cl)(=[O:43])=[O:42])[CH:39]=[CH:40][C:34]=2[S:33][CH2:32]1. Product: [CH3:2][O:3][C:4]1[N:5]=[C:6]2[C:11](=[CH:12][CH:13]=1)[N:10]=[CH:9][CH:8]=[C:7]2[C:14]1[CH:19]=[CH:18][C:17]([CH2:20][CH2:21][NH:22][S:41]([C:38]2[CH:39]=[CH:40][C:34]3[S:33][CH2:32][C:31](=[O:30])[NH:36][C:35]=3[CH:37]=2)(=[O:43])=[O:42])=[CH:16][CH:15]=1. The catalyst class is: 2. (3) Reactant: C([O:3][C:4]([C:6]1[O:10][N:9]=[C:8]([C:11]([CH3:14])([CH3:13])[CH3:12])[C:7]=1[C:15]#[N:16])=[O:5])C.[Li+].[OH-]. Product: [C:11]([C:8]1[C:7]([C:15]#[N:16])=[C:6]([C:4]([OH:5])=[O:3])[O:10][N:9]=1)([CH3:14])([CH3:12])[CH3:13]. The catalyst class is: 5. (4) Reactant: Br[C:2]1[C:6]2[C:7]([NH2:11])=[N:8][CH:9]=[CH:10][C:5]=2[O:4][CH:3]=1.CC1(C)C(C)(C)OB([C:20]2[CH:21]=[C:22]3[C:26](=[CH:27][CH:28]=2)[N:25]([C:29]([O:31][C:32]([CH3:35])([CH3:34])[CH3:33])=[O:30])[CH2:24][CH2:23]3)O1.C(=O)(O)[O-].[Na+]. Product: [NH2:11][C:7]1[C:6]2[C:2]([C:20]3[CH:21]=[C:22]4[C:26](=[CH:27][CH:28]=3)[N:25]([C:29]([O:31][C:32]([CH3:35])([CH3:34])[CH3:33])=[O:30])[CH2:24][CH2:23]4)=[CH:3][O:4][C:5]=2[CH:10]=[CH:9][N:8]=1. The catalyst class is: 819.